This data is from Reaction yield outcomes from USPTO patents with 853,638 reactions. The task is: Predict the reaction yield, written as a fraction of the theoretical maximum amount of product (1.0 means a 100% yield; for example, 0.34 means a 34% yield). (1) The reactants are [OH:1][C:2]1([CH2:8][O:9][C:10]2[CH:15]=[C:14]([CH3:16])[C:13]([C:17]3[C:22]([CH3:23])=[CH:21][CH:20]=[C:19]([C:24](OC)=[O:25])[CH:18]=3)=[C:12]([CH3:28])[CH:11]=2)[CH2:7][CH2:6][S:5][CH2:4][CH2:3]1.[H-].[Al+3].[Li+].[H-].[H-].[H-].O.O.O.O.O.O.O.O.O.O.S([O-])([O-])(=O)=O.[Na+].[Na+]. The catalyst is O1CCCC1. The product is [OH:25][CH2:24][C:19]1[CH:20]=[CH:21][C:22]([CH3:23])=[C:17]([C:13]2[C:12]([CH3:28])=[CH:11][C:10]([O:9][CH2:8][C:2]3([OH:1])[CH2:3][CH2:4][S:5][CH2:6][CH2:7]3)=[CH:15][C:14]=2[CH3:16])[CH:18]=1. The yield is 1.00. (2) The reactants are F[C:2]1[C:7]([F:8])=[CH:6][CH:5]=[C:4]([F:9])[N:3]=1.[CH3:10][O-:11].[Na+]. The catalyst is CO.[Cl-].[Na+].O. The product is [F:8][C:7]1[C:2]([O:11][CH3:10])=[N:3][C:4]([F:9])=[CH:5][CH:6]=1. The yield is 0.790. (3) The reactants are [OH:1][C:2]1[CH:7]=[C:6]([OH:8])[CH:5]=[CH:4][C:3]=1[C:9](=[O:12])[CH2:10][CH3:11].Br[CH2:14][C:15]#[CH:16].C([O-])([O-])=O.[K+].[K+]. The catalyst is CC(C)=O. The product is [OH:1][C:2]1[CH:7]=[C:6]([O:8][CH2:16][C:15]#[CH:14])[CH:5]=[CH:4][C:3]=1[C:9](=[O:12])[CH2:10][CH3:11]. The yield is 0.850. (4) The reactants are [O:1]=[C:2]1[C:11]2[C:6](=[CH:7][CH:8]=[CH:9][CH:10]=2)[N:5]=[C:4]([CH2:12][CH2:13][CH2:14][C:15]([OH:17])=O)[NH:3]1.FC(F)(F)C(O)=O.[Cl:25][C:26]1[CH:27]=[C:28]([C:32]2[O:33][C:34]([CH:37]3[CH2:42][CH2:41][NH:40][CH2:39][CH2:38]3)=[N:35][N:36]=2)[CH:29]=[CH:30][CH:31]=1. No catalyst specified. The product is [Cl:25][C:26]1[CH:27]=[C:28]([C:32]2[O:33][C:34]([CH:37]3[CH2:42][CH2:41][N:40]([C:15](=[O:17])[CH2:14][CH2:13][CH2:12][C:4]4[NH:3][C:2](=[O:1])[C:11]5[C:6](=[CH:7][CH:8]=[CH:9][CH:10]=5)[N:5]=4)[CH2:39][CH2:38]3)=[N:35][N:36]=2)[CH:29]=[CH:30][CH:31]=1. The yield is 0.304. (5) The reactants are [F:1][C:2]1[CH:7]=[C:6]([F:8])[CH:5]=[CH:4][C:3]=1[C:9]([OH:32])([CH2:26][N:27]1[CH:31]=[N:30][N:29]=[N:28]1)[C:10]([F:25])([F:24])[C:11]1[CH:16]=[CH:15][C:14](/[CH:17]=[CH:18]/[CH2:19][O:20][CH:21]([CH3:23])[CH3:22])=[CH:13][N:12]=1. The catalyst is CO.[Pd]. The product is [F:1][C:2]1[CH:7]=[C:6]([F:8])[CH:5]=[CH:4][C:3]=1[C:9]([OH:32])([CH2:26][N:27]1[CH:31]=[N:30][N:29]=[N:28]1)[C:10]([F:25])([F:24])[C:11]1[CH:16]=[CH:15][C:14]([CH2:17][CH2:18][CH2:19][O:20][CH:21]([CH3:23])[CH3:22])=[CH:13][N:12]=1. The yield is 0.800. (6) The reactants are Cl[C:2]1[C:7]([CH:8]=[O:9])=[C:6]([N:10]2[CH2:22][CH2:21][C:20]3[N:19]4[C:14]([CH2:15][CH2:16][CH2:17][CH2:18]4)=[C:13]([F:23])[C:12]=3[C:11]2=[O:24])[N:5]=[CH:4][CH:3]=1.[CH3:25][N:26]1[CH:31]=[C:30](B2OC(C)(C)C(C)(C)O2)[CH:29]=[C:28]([NH:41][C:42]2[CH:47]=[CH:46][C:45]([N:48]3[CH2:53][CH2:52][N:51]([CH:54]4[CH2:57][O:56][CH2:55]4)[CH2:50][C@@H:49]3[CH3:58])=[CH:44][N:43]=2)[C:27]1=[O:59].C([O-])(=O)C.[K+].[O-]P([O-])([O-])=O.[K+].[K+].[K+]. The catalyst is O.C1C=CC(P(C2C=CC=CC=2)[C-]2C=CC=C2)=CC=1.C1C=CC(P(C2C=CC=CC=2)[C-]2C=CC=C2)=CC=1.Cl[Pd]Cl.[Fe+2].C(#N)C. The product is [F:23][C:13]1[C:12]2[C:11](=[O:24])[N:10]([C:6]3[C:7]([CH:8]=[O:9])=[C:2]([C:30]4[CH:29]=[C:28]([NH:41][C:42]5[CH:47]=[CH:46][C:45]([N:48]6[CH2:53][CH2:52][N:51]([CH:54]7[CH2:55][O:56][CH2:57]7)[CH2:50][C@@H:49]6[CH3:58])=[CH:44][N:43]=5)[C:27](=[O:59])[N:26]([CH3:25])[CH:31]=4)[CH:3]=[CH:4][N:5]=3)[CH2:22][CH2:21][C:20]=2[N:19]2[C:14]=1[CH2:15][CH2:16][CH2:17][CH2:18]2. The yield is 0.980. (7) The reactants are [O:1]1[C@H:12]([CH:13]2[CH2:18][CH2:17][CH2:16][CH2:15][CH2:14]2)[C@H:2]1[C:3]([O:5]C1C=CC=CC=1)=[O:4].[OH-].[Na+].O.O.P([O-])(O)(O)=O.[Na+]. The catalyst is CO. The product is [O:1]1[C@H:12]([CH:13]2[CH2:14][CH2:15][CH2:16][CH2:17][CH2:18]2)[C@H:2]1[C:3]([OH:5])=[O:4]. The yield is 0.480.